Dataset: Forward reaction prediction with 1.9M reactions from USPTO patents (1976-2016). Task: Predict the product of the given reaction. (1) Given the reactants [CH2:1]([C:3]1[NH:12][C:6]2[N:7]=[CH:8][N:9]=[C:10](O)[C:5]=2[C:4]=1[CH3:13])[CH3:2].P(Cl)(Cl)([Cl:16])=O, predict the reaction product. The product is: [Cl:16][C:10]1[C:5]2[C:4]([CH3:13])=[C:3]([CH2:1][CH3:2])[NH:12][C:6]=2[N:7]=[CH:8][N:9]=1. (2) Given the reactants Br[CH2:2][C:3]([C:5]1[CH:10]=[CH:9][CH:8]=[C:7]([N+:11]([O-:13])=[O:12])[CH:6]=1)=O.[C:14]1([NH2:21])[CH:19]=[CH:18][CH:17]=[CH:16][C:15]=1[NH2:20].C([O-])(=O)C.[Na+], predict the reaction product. The product is: [N+:11]([C:7]1[CH:6]=[C:5]([C:3]2[CH:2]=[N:21][C:14]3[C:15](=[CH:16][CH:17]=[CH:18][CH:19]=3)[N:20]=2)[CH:10]=[CH:9][CH:8]=1)([O-:13])=[O:12]. (3) Given the reactants [CH2:1]([O:8][C:9]([N:11]1[CH2:16][CH2:15][N:14]([C:17]([O:19][CH2:20][C:21]2[CH:26]=[CH:25][CH:24]=[CH:23][CH:22]=2)=[O:18])[CH2:13][CH:12]1[CH2:27][C:28]([OH:30])=O)=[O:10])[C:2]1[CH:7]=[CH:6][CH:5]=[CH:4][CH:3]=1.CC[N:33](CC)CC.ClC(OCC)=O.N.O, predict the reaction product. The product is: [NH2:33][C:28](=[O:30])[CH2:27][CH:12]1[CH2:13][N:14]([C:17]([O:19][CH2:20][C:21]2[CH:22]=[CH:23][CH:24]=[CH:25][CH:26]=2)=[O:18])[CH2:15][CH2:16][N:11]1[C:9]([O:8][CH2:1][C:2]1[CH:7]=[CH:6][CH:5]=[CH:4][CH:3]=1)=[O:10]. (4) Given the reactants [OH:1][C:2]1[CH:3]=[C:4]([CH3:12])[C:5]([C:8]([O:10][CH3:11])=[O:9])=[N:6][CH:7]=1.C(=O)([O-])[O-].[Cs+].[Cs+].Br[CH2:20][C:21]#[N:22].C(=O)(O)[O-].[Na+], predict the reaction product. The product is: [C:21]([CH2:20][O:1][C:2]1[CH:3]=[C:4]([CH3:12])[C:5]([C:8]([O:10][CH3:11])=[O:9])=[N:6][CH:7]=1)#[N:22].